From a dataset of Forward reaction prediction with 1.9M reactions from USPTO patents (1976-2016). Predict the product of the given reaction. (1) The product is: [N:1]([CH2:4][C:5]([NH:7][CH2:8][Cl:13])=[O:6])=[N+:2]=[N-:3]. Given the reactants [N:1]([CH2:4][C:5]([NH:7][CH2:8]O)=[O:6])=[N+:2]=[N-:3].C(Cl)(=O)C([Cl:13])=O, predict the reaction product. (2) Given the reactants Cl[C:2]1[CH:7]=[C:6]([C:8]2[N:9]=[C:10]([OH:18])[C:11]3[CH:17]=[CH:16][N:15]=[CH:14][C:12]=3[N:13]=2)[CH:5]=[CH:4][N:3]=1.C(OC([N:26]1[CH2:31][CH2:30][N:29]([C:32]2[CH:37]=[CH:36][CH:35]=[C:34]([NH2:38])[CH:33]=2)[CH2:28][CH2:27]1)=O)(C)(C)C, predict the reaction product. The product is: [N:29]1([C:32]2[CH:33]=[C:34]([NH:38][C:2]3[CH:7]=[C:6]([C:8]4[N:9]=[C:10]([OH:18])[C:11]5[CH:17]=[CH:16][N:15]=[CH:14][C:12]=5[N:13]=4)[CH:5]=[CH:4][N:3]=3)[CH:35]=[CH:36][CH:37]=2)[CH2:28][CH2:27][NH:26][CH2:31][CH2:30]1. (3) Given the reactants [OH:1][C:2]1[C:3]2[CH:10]=[C:9]([CH2:11][CH2:12][NH:13]C(=O)OC(C)(C)C)[S:8][C:4]=2[N:5]=[CH:6][N:7]=1.[C:21]([OH:27])([C:23]([F:26])([F:25])[F:24])=[O:22], predict the reaction product. The product is: [F:24][C:23]([F:26])([F:25])[C:21]([OH:27])=[O:22].[NH2:13][CH2:12][CH2:11][C:9]1[S:8][C:4]2[N:5]=[CH:6][N:7]=[C:2]([OH:1])[C:3]=2[CH:10]=1. (4) Given the reactants C[O:2][C:3]1[N:8]=[CH:7][C:6]([C:9]2[CH:14]=[CH:13][N:12]=[C:11]([NH:15][CH3:16])[CH:10]=2)=[CH:5][C:4]=1[NH:17][CH:18]1[CH2:21][N:20](C(OC(C)(C)C)=O)[CH2:19]1.CO.[BrH:31], predict the reaction product. The product is: [BrH:31].[BrH:31].[NH:20]1[CH2:21][CH:18]([NH:17][C:4]2[C:3](=[O:2])[NH:8][CH:7]=[C:6]([C:9]3[CH:14]=[CH:13][N:12]=[C:11]([NH:15][CH3:16])[CH:10]=3)[CH:5]=2)[CH2:19]1.